Dataset: Catalyst prediction with 721,799 reactions and 888 catalyst types from USPTO. Task: Predict which catalyst facilitates the given reaction. (1) Reactant: [F:1][C:2]([F:21])([F:20])[CH2:3][O:4][C:5]1[C:15]([C:16]([F:19])([F:18])[F:17])=[CH:14][C:8]([C:9](OCC)=[O:10])=[CH:7][N:6]=1.[BH4-].[Na+].[Cl-].[Li+].C(O)C. Product: [F:21][C:2]([F:1])([F:20])[CH2:3][O:4][C:5]1[N:6]=[CH:7][C:8]([CH2:9][OH:10])=[CH:14][C:15]=1[C:16]([F:19])([F:17])[F:18]. The catalyst class is: 1. (2) Reactant: [CH2:1]([O:8][C:9]1[CH:14]=[CH:13][C:12]([C:15](=[O:17])[CH3:16])=[CH:11][CH:10]=1)[C:2]1[CH:7]=[CH:6][CH:5]=[CH:4][CH:3]=1.CCN(C(C)C)C(C)C.[Si](OS(C(F)(F)F)(=O)=O)(C)(C)C.C1C(=O)N([Br:46])C(=O)C1. Product: [CH2:1]([O:8][C:9]1[CH:10]=[CH:11][C:12]([C:15](=[O:17])[CH2:16][Br:46])=[CH:13][CH:14]=1)[C:2]1[CH:3]=[CH:4][CH:5]=[CH:6][CH:7]=1. The catalyst class is: 2. (3) Reactant: [CH2:1]([OH:6])[C:2]([F:5])([F:4])[F:3].[H-].[Na+].CC1C=CC(S(O[CH2:20][CH2:21][O:22][CH2:23][CH2:24][O:25][CH2:26][CH2:27][O:28][CH2:29][CH2:30][O:31][CH2:32][CH2:33][O:34][CH2:35][CH2:36][O:37][CH2:38][C:39]2[CH:44]=[CH:43][CH:42]=[CH:41][CH:40]=2)(=O)=O)=CC=1. Product: [F:3][C:2]([F:5])([F:4])[CH2:1][O:6][CH2:20][CH2:21][O:22][CH2:23][CH2:24][O:25][CH2:26][CH2:27][O:28][CH2:29][CH2:30][O:31][CH2:32][CH2:33][O:34][CH2:35][CH2:36][O:37][CH2:38][C:39]1[CH:40]=[CH:41][CH:42]=[CH:43][CH:44]=1. The catalyst class is: 7. (4) Reactant: Cl.[NH2:2][C@@H:3]1[C:17](=[O:18])[N:16]2[CH2:19][C@H:20]([O:22][C:23]3[C:32]4[C:27](=[C:28]([CH3:35])[C:29]([O:33][CH3:34])=[CH:30][CH:31]=4)[N:26]=[C:25]([C:36]4[S:37][CH:38]=[C:39]([CH:41]5[CH2:43][CH2:42]5)[N:40]=4)[CH:24]=3)[CH2:21][C@H:15]2[C:14](=[O:44])[NH:13][C@:12]2([C:46]([NH:48][S:49]([CH:52]3[CH2:54][CH2:53]3)(=[O:51])=[O:50])=[O:47])[CH2:45][C@H:11]2[CH:10]=[CH:9][CH2:8][CH2:7][CH2:6][CH2:5][CH2:4]1.Cl.N[C@@H]1[C:71](=[O:72])[N:70]2[CH2:73][C@H](OC3C4C(=C(Cl)C(OC)=CC=4)N=C(C4SC=C(C5CC5)N=4)C=3)C[C@H:69]2C(=O)N[C@]2(C(NS(C3CC3)(=O)=O)=O)C[C@H]2C=CCCCCC1.C(N(C(C)C)CC)(C)C.CN(C)C(Cl)=O. Product: [CH:52]1([S:49]([NH:48][C:46]([C@@:12]23[CH2:45][C@H:11]2[CH:10]=[CH:9][CH2:8][CH2:7][CH2:6][CH2:5][CH2:4][C@H:3]([NH:2][C:71]([N:70]([CH3:73])[CH3:69])=[O:72])[C:17](=[O:18])[N:16]2[CH2:19][C@H:20]([O:22][C:23]4[C:32]5[C:27](=[C:28]([CH3:35])[C:29]([O:33][CH3:34])=[CH:30][CH:31]=5)[N:26]=[C:25]([C:36]5[S:37][CH:38]=[C:39]([CH:41]6[CH2:42][CH2:43]6)[N:40]=5)[CH:24]=4)[CH2:21][C@H:15]2[C:14](=[O:44])[NH:13]3)=[O:47])(=[O:50])=[O:51])[CH2:54][CH2:53]1. The catalyst class is: 630. (5) The catalyst class is: 38. Product: [C:15]([C:14]1[CH:17]=[C:10]([C:9]2[CH:8]=[CH:7][N:6]=[C:5]3[N:25]([S:26]([CH3:29])(=[O:28])=[O:27])[C:2]([C:42]4[CH2:41][N:40]([C:43]([O:45][C:46]([CH3:49])([CH3:48])[CH3:47])=[O:44])[CH2:39][CH:38]=4)=[CH:3][C:4]=23)[CH:11]=[CH:12][C:13]=1[O:18][CH:19]1[CH2:24][CH2:23][O:22][CH2:21][CH2:20]1)#[N:16]. Reactant: I[C:2]1[N:25]([S:26]([CH3:29])(=[O:28])=[O:27])[C:5]2=[N:6][CH:7]=[CH:8][C:9]([C:10]3[CH:11]=[CH:12][C:13]([O:18][CH:19]4[CH2:24][CH2:23][O:22][CH2:21][CH2:20]4)=[C:14]([CH:17]=3)[C:15]#[N:16])=[C:4]2[CH:3]=1.CC1(C)C(C)(C)OB([C:38]2[CH2:39][N:40]([C:43]([O:45][C:46]([CH3:49])([CH3:48])[CH3:47])=[O:44])[CH2:41][CH:42]=2)O1.C(=O)([O-])[O-].[Cs+].[Cs+]. (6) Reactant: [F:1][C:2]([F:21])([F:20])[O:3][C:4]1[CH:9]=[CH:8][C:7]([C:10]2[CH:18]=[CH:17][CH:16]=[C:15]3[C:11]=2[CH2:12][C:13](=[O:19])[NH:14]3)=[CH:6][CH:5]=1.[N:22]1([CH2:27][CH2:28][CH2:29][NH:30][C:31]([C:33]2[C:37](C)=[C:36]([CH:39]=O)[NH:35][C:34]=2[CH3:41])=[O:32])[CH2:26][CH2:25][CH2:24][CH2:23]1. Product: [N:22]1([CH2:27][CH2:28][CH2:29][NH:30][C:31]([C:33]2[CH:37]=[C:36]([CH3:39])[NH:35][C:34]=2[CH:41]=[C:12]2[C:11]3[C:15](=[CH:16][CH:17]=[CH:18][C:10]=3[C:7]3[CH:6]=[CH:5][C:4]([O:3][C:2]([F:1])([F:20])[F:21])=[CH:9][CH:8]=3)[NH:14][C:13]2=[O:19])=[O:32])[CH2:26][CH2:25][CH2:24][CH2:23]1. The catalyst class is: 360. (7) Reactant: [NH2:1][CH2:2][C@H:3]1[C@H:9]([C:10]2[CH:15]=[CH:14][C:13]([Cl:16])=[C:12]([Cl:17])[CH:11]=2)[O:8][CH2:7][CH2:6][N:5]([C:18]([O:20][C:21]([CH3:24])([CH3:23])[CH3:22])=[O:19])[CH2:4]1.C(N(CC)CC)C.[CH3:32][O:33][CH2:34][C:35](Cl)=[O:36]. Product: [Cl:17][C:12]1[CH:11]=[C:10]([C@@H:9]2[O:8][CH2:7][CH2:6][N:5]([C:18]([O:20][C:21]([CH3:24])([CH3:23])[CH3:22])=[O:19])[CH2:4][C@H:3]2[CH2:2][NH:1][C:35](=[O:36])[CH2:34][O:33][CH3:32])[CH:15]=[CH:14][C:13]=1[Cl:16]. The catalyst class is: 1. (8) Reactant: [CH3:1][O:2][C:3]1[CH:8]=[CH:7][C:6]([S:9][CH2:10][CH2:11][NH:12][C:13]([N:15]2[CH2:20][CH2:19][N:18]([C:21]([O:23][CH2:24][C:25]3[CH:30]=[CH:29][CH:28]=[CH:27][CH:26]=3)=[O:22])[CH2:17][CH2:16]2)=[O:14])=[CH:5][CH:4]=1.C=O.[C:33]1(C)C=CC(S(O)(=O)=O)=CC=1. Product: [CH3:1][O:2][C:3]1[CH:4]=[CH:5][C:6]2[S:9][CH2:10][CH2:11][N:12]([C:13]([N:15]3[CH2:20][CH2:19][N:18]([C:21]([O:23][CH2:24][C:25]4[CH:26]=[CH:27][CH:28]=[CH:29][CH:30]=4)=[O:22])[CH2:17][CH2:16]3)=[O:14])[CH2:33][C:7]=2[CH:8]=1. The catalyst class is: 48. (9) The catalyst class is: 76. Product: [CH3:1][O:2][C:3](=[O:4])[C:5]([NH:6][C:7]([O:9][CH2:10][C:11]1[CH:12]=[CH:13][CH:14]=[CH:15][CH:16]=1)=[O:8])=[CH:29][CH2:28][C:24]([CH3:30])([CH3:23])[CH:25]=[CH2:26]. Reactant: [CH3:1][O:2][C:3]([CH:5](P(OC)(OC)=O)[NH:6][C:7]([O:9][CH2:10][C:11]1[CH:16]=[CH:15][CH:14]=[CH:13][CH:12]=1)=[O:8])=[O:4].[CH3:23][C:24]([CH3:30])([CH:28]=[CH2:29])[CH2:25][CH:26]=O.C1CCN2C(=NCCC2)CC1. (10) Reactant: [NH:1]1[C:5]2=[N:6][CH:7]=[CH:8][CH:9]=[C:4]2[C:3]([CH2:10][N:11]2[CH2:16][CH2:15][CH2:14][C:13]3([CH2:21][CH2:20][N:19]([C:22]4[CH:27]=[N:26][CH:25]=[C:24](Cl)[N:23]=4)[CH2:18][CH2:17]3)[C:12]2=[O:29])=[CH:2]1.[CH3:30][O-:31].[Na+]. Product: [NH:1]1[C:5]2=[N:6][CH:7]=[CH:8][CH:9]=[C:4]2[C:3]([CH2:10][N:11]2[CH2:16][CH2:15][CH2:14][C:13]3([CH2:21][CH2:20][N:19]([C:22]4[CH:27]=[N:26][CH:25]=[C:24]([O:31][CH3:30])[N:23]=4)[CH2:18][CH2:17]3)[C:12]2=[O:29])=[CH:2]1. The catalyst class is: 5.